This data is from Reaction yield outcomes from USPTO patents with 853,638 reactions. The task is: Predict the reaction yield, written as a fraction of the theoretical maximum amount of product (1.0 means a 100% yield; for example, 0.34 means a 34% yield). (1) The reactants are [CH2:1]([O:8][C:9]1[CH:16]=[CH:15][C:12]([CH:13]=[O:14])=[C:11]([OH:17])[CH:10]=1)[C:2]1[CH:7]=[CH:6][CH:5]=[CH:4][CH:3]=1.C(N(C(C)C)CC)(C)C.[CH3:27][O:28][CH2:29]Cl.O. The catalyst is ClCCl. The product is [CH2:1]([O:8][C:9]1[CH:16]=[CH:15][C:12]([CH:13]=[O:14])=[C:11]([O:17][CH2:27][O:28][CH3:29])[CH:10]=1)[C:2]1[CH:3]=[CH:4][CH:5]=[CH:6][CH:7]=1. The yield is 0.790. (2) The reactants are [C:1]([C:5]1[N:10]=[C:9]([NH:11][C:12]2[CH:13]=[C:14]([NH:21][CH2:22][C:23]3([NH:26]C(=O)OC(C)(C)C)[CH2:25][CH2:24]3)[N:15]=[N:16][C:17]=2[C:18](=[O:20])[NH2:19])[CH:8]=[CH:7][CH:6]=1)([CH3:4])([CH3:3])[CH3:2].C(O)(C(F)(F)F)=O. The catalyst is C(Cl)Cl. The product is [NH2:26][C:23]1([CH2:22][NH:21][C:14]2[N:15]=[N:16][C:17]([C:18]([NH2:19])=[O:20])=[C:12]([NH:11][C:9]3[CH:8]=[CH:7][CH:6]=[C:5]([C:1]([CH3:4])([CH3:3])[CH3:2])[N:10]=3)[CH:13]=2)[CH2:24][CH2:25]1. The yield is 0.370. (3) The reactants are [CH3:1][O:2][C:3]1[CH:12]=[C:11]2[C:6]([N:7]=[CH:8][C:9](=[O:17])[N:10]2[CH2:13][CH2:14][CH:15]=O)=[CH:5][CH:4]=1.[NH2:18][C@H:19]1[CH2:23][N:22]([C:24]2[CH:25]=[CH:26][C:27]3[O:28][CH2:29][C:30](=[O:34])[NH:31][C:32]=3[N:33]=2)[C:21](=[O:35])[CH2:20]1.C(OC(=O)N[C@@H]1CC(=O)NC1)(C)(C)C.C(O)(=O)C.C(O[BH-](OC(=O)C)OC(=O)C)(=O)C.[Na+].C(=O)([O-])O.[Na+]. The catalyst is CN(C)C=O. The product is [CH3:1][O:2][C:3]1[CH:12]=[C:11]2[C:6]([N:7]=[CH:8][C:9](=[O:17])[N:10]2[CH2:13][CH2:14][CH2:15][NH:18][C@H:19]2[CH2:23][N:22]([C:24]3[CH:25]=[CH:26][C:27]4[O:28][CH2:29][C:30](=[O:34])[NH:31][C:32]=4[N:33]=3)[C:21](=[O:35])[CH2:20]2)=[CH:5][CH:4]=1. The yield is 0.200. (4) The reactants are [N:1]([CH2:4][CH2:5][O:6][CH2:7][CH2:8][O:9][CH2:10][CH2:11][O:12][CH2:13][CH2:14][NH2:15])=[N+:2]=[N-:3].[C:16]1(=[O:23])[O:22][C:20](=[O:21])[CH2:19][O:18][CH2:17]1.O.C(#N)C. The catalyst is ClCCl. The product is [N:1]([CH2:4][CH2:5][O:6][CH2:7][CH2:8][O:9][CH2:10][CH2:11][O:12][CH2:13][CH2:14][NH:15][C:20](=[O:21])[CH2:19][O:18][CH2:17][C:16]([OH:23])=[O:22])=[N+:2]=[N-:3]. The yield is 1.00. (5) The reactants are Br[C:2]1[CH:3]=[CH:4][C:5]2[N:6]([C:15]3[CH:20]=[CH:19][CH:18]=[CH:17][CH:16]=3)[C:7]3[C:12]([C:13]=2[CH:14]=1)=[CH:11][CH:10]=[CH:9][CH:8]=3.CC(C)([O-])C.[Na+].C1(C)C(C)=CC=CC=1.[NH2:35][C:36]1[CH:41]=[CH:40][CH:39]=[CH:38][CH:37]=1. The catalyst is C1C=CC(/C=C/C(/C=C/C2C=CC=CC=2)=O)=CC=1.C1C=CC(/C=C/C(/C=C/C2C=CC=CC=2)=O)=CC=1.[Pd].[CH-]1C(P(C2C=CC=CC=2)C2C=CC=CC=2)=CC=C1.[CH-]1C(P(C2C=CC=CC=2)C2C=CC=CC=2)=CC=C1.[Fe+2].C1(C)C=CC=CC=1. The product is [C:36]1([NH:35][C:2]2[CH:3]=[CH:4][C:5]3[N:6]([C:15]4[CH:20]=[CH:19][CH:18]=[CH:17][CH:16]=4)[C:7]4[C:12]([C:13]=3[CH:14]=2)=[CH:11][CH:10]=[CH:9][CH:8]=4)[CH:41]=[CH:40][CH:39]=[CH:38][CH:37]=1. The yield is 0.750.